Task: Regression. Given a peptide amino acid sequence and an MHC pseudo amino acid sequence, predict their binding affinity value. This is MHC class II binding data.. Dataset: Peptide-MHC class II binding affinity with 134,281 pairs from IEDB The peptide sequence is DFQEFAKLLFTNPVK. The MHC is HLA-DQA10102-DQB10602 with pseudo-sequence HLA-DQA10102-DQB10602. The binding affinity (normalized) is 0.382.